This data is from NCI-60 drug combinations with 297,098 pairs across 59 cell lines. The task is: Regression. Given two drug SMILES strings and cell line genomic features, predict the synergy score measuring deviation from expected non-interaction effect. (1) Drug 1: C1=CC(=CC=C1CC(C(=O)O)N)N(CCCl)CCCl.Cl. Drug 2: CCC1(C2=C(COC1=O)C(=O)N3CC4=CC5=C(C=CC(=C5CN(C)C)O)N=C4C3=C2)O.Cl. Cell line: A549. Synergy scores: CSS=41.1, Synergy_ZIP=-7.94, Synergy_Bliss=-0.513, Synergy_Loewe=-11.7, Synergy_HSA=-0.247. (2) Drug 1: CN(C)N=NC1=C(NC=N1)C(=O)N. Drug 2: C1C(C(OC1N2C=C(C(=O)NC2=O)F)CO)O. Cell line: TK-10. Synergy scores: CSS=56.2, Synergy_ZIP=3.36, Synergy_Bliss=4.24, Synergy_Loewe=-51.4, Synergy_HSA=3.68. (3) Drug 1: C1CCC(CC1)NC(=O)N(CCCl)N=O. Drug 2: CC1=CC=C(C=C1)C2=CC(=NN2C3=CC=C(C=C3)S(=O)(=O)N)C(F)(F)F. Cell line: DU-145. Synergy scores: CSS=12.0, Synergy_ZIP=-3.10, Synergy_Bliss=4.91, Synergy_Loewe=2.01, Synergy_HSA=4.62. (4) Drug 1: CN(CC1=CN=C2C(=N1)C(=NC(=N2)N)N)C3=CC=C(C=C3)C(=O)NC(CCC(=O)O)C(=O)O. Drug 2: C1C(C(OC1N2C=C(C(=O)NC2=O)F)CO)O. Cell line: K-562. Synergy scores: CSS=87.0, Synergy_ZIP=-0.592, Synergy_Bliss=1.10, Synergy_Loewe=-7.52, Synergy_HSA=0.446. (5) Drug 1: C1C(C(OC1N2C=NC3=C(N=C(N=C32)Cl)N)CO)O. Drug 2: CC(C)CN1C=NC2=C1C3=CC=CC=C3N=C2N. Cell line: SR. Synergy scores: CSS=75.7, Synergy_ZIP=2.27, Synergy_Bliss=1.24, Synergy_Loewe=-1.89, Synergy_HSA=1.55. (6) Drug 1: C1=CC(=CC=C1CCCC(=O)O)N(CCCl)CCCl. Drug 2: C1CN(CCN1C(=O)CCBr)C(=O)CCBr. Cell line: SNB-75. Synergy scores: CSS=21.3, Synergy_ZIP=-4.74, Synergy_Bliss=1.22, Synergy_Loewe=0.716, Synergy_HSA=2.73. (7) Drug 1: CCCS(=O)(=O)NC1=C(C(=C(C=C1)F)C(=O)C2=CNC3=C2C=C(C=N3)C4=CC=C(C=C4)Cl)F. Drug 2: CS(=O)(=O)C1=CC(=C(C=C1)C(=O)NC2=CC(=C(C=C2)Cl)C3=CC=CC=N3)Cl. Cell line: NCIH23. Synergy scores: CSS=-6.60, Synergy_ZIP=1.09, Synergy_Bliss=-4.45, Synergy_Loewe=-8.78, Synergy_HSA=-8.44.